Dataset: Full USPTO retrosynthesis dataset with 1.9M reactions from patents (1976-2016). Task: Predict the reactants needed to synthesize the given product. (1) Given the product [NH2:30][C:15]1[C:14]2[N:13]=[C:12]([CH2:24][CH2:25][CH3:26])[N:11]([CH2:10][CH2:9][CH2:8][CH:7]([N:3]([O:2][CH3:1])[C:4](=[O:6])[CH3:5])[CH3:27])[C:23]=2[C:22]2[CH:21]=[CH:20][CH:19]=[CH:18][C:17]=2[N:16]=1, predict the reactants needed to synthesize it. The reactants are: [CH3:1][O:2][N:3]([CH:7]([CH3:27])[CH2:8][CH2:9][CH2:10][N:11]1[C:23]2[C:22]3[CH:21]=[CH:20][CH:19]=[CH:18][C:17]=3[N:16]=[CH:15][C:14]=2[N:13]=[C:12]1[CH2:24][CH2:25][CH3:26])[C:4](=[O:6])[CH3:5].CO[N:30](CCCCN1C2C3C=CC=CC=3N=CC=2N=C1CCC)C(=O)C.[OH-].[NH4+]. (2) Given the product [F:24][C:21]1[CH:22]=[CH:23][C:18]([CH2:17][N:12]2[C:9]3=[CH:10][N:11]=[C:6]([C:4]([NH:29][CH2:30][C:31]([OH:33])=[O:32])=[O:3])[C:7]([OH:25])=[C:8]3[C:14]([CH3:15])=[C:13]2[CH3:16])=[CH:19][CH:20]=1, predict the reactants needed to synthesize it. The reactants are: C([O:3][C:4]([C:6]1[C:7]([O:25]C(=O)C)=[C:8]2[C:14]([CH3:15])=[C:13]([CH3:16])[N:12]([CH2:17][C:18]3[CH:23]=[CH:22][C:21]([F:24])=[CH:20][CH:19]=3)[C:9]2=[CH:10][N:11]=1)=O)C.[NH2:29][CH2:30][C:31]([OH:33])=[O:32].C[O-].[Na+].CO. (3) Given the product [CH3:32][O:33][C:2]1[CH:11]=[C:10]2[C:5]([CH:6]=[C:7]([NH:12][C:13]([CH:15]3[CH2:17][CH2:16]3)=[O:14])[N:8]=[CH:9]2)=[CH:4][CH:3]=1, predict the reactants needed to synthesize it. The reactants are: Br[C:2]1[CH:11]=[C:10]2[C:5]([CH:6]=[C:7]([NH:12][C:13]([CH:15]3[CH2:17][CH2:16]3)=[O:14])[N:8]=[CH:9]2)=[CH:4][CH:3]=1.N1C2C(=CC=C3C=2N=CC=C3)C=CC=1.[C:32](=O)([O-])[O-:33].[Cs+].[Cs+]. (4) Given the product [NH2:8][CH2:7][C:9]1([OH:22])[CH2:10][CH2:11][N:12]([C:15]([O:17][C:18]([CH3:20])([CH3:19])[CH3:21])=[O:16])[CH2:13][CH2:14]1, predict the reactants needed to synthesize it. The reactants are: [H-].[Al+3].[Li+].[H-].[H-].[H-].[C:7]([C:9]1([OH:22])[CH2:14][CH2:13][N:12]([C:15]([O:17][C:18]([CH3:21])([CH3:20])[CH3:19])=[O:16])[CH2:11][CH2:10]1)#[N:8]. (5) Given the product [C:38]([O:42][C:43](=[O:50])[NH:44][C@H:45]1[CH2:49][CH2:48][N:47]([C:32]([N:12]2[C@@:13]([C:25]3[CH:30]=[CH:29][C:28]([Cl:31])=[CH:27][CH:26]=3)([CH3:24])[C@@:14]([C:17]3[CH:22]=[CH:21][C:20]([Cl:23])=[CH:19][CH:18]=3)([CH3:16])[N:15]=[C:11]2[C:8]2[CH:9]=[N:10][C:5]([C:1]([CH3:4])([CH3:2])[CH3:3])=[CH:6][C:7]=2[O:35][CH2:36][CH3:37])=[O:33])[CH2:46]1)([CH3:41])([CH3:39])[CH3:40], predict the reactants needed to synthesize it. The reactants are: [C:1]([C:5]1[N:10]=[CH:9][C:8]([C:11]2[N:12]([C:32](Cl)=[O:33])[C@@:13]([C:25]3[CH:30]=[CH:29][C:28]([Cl:31])=[CH:27][CH:26]=3)([CH3:24])[C@@:14]([C:17]3[CH:22]=[CH:21][C:20]([Cl:23])=[CH:19][CH:18]=3)([CH3:16])[N:15]=2)=[C:7]([O:35][CH2:36][CH3:37])[CH:6]=1)([CH3:4])([CH3:3])[CH3:2].[C:38]([O:42][C:43](=[O:50])[NH:44][C@H:45]1[CH2:49][CH2:48][NH:47][CH2:46]1)([CH3:41])([CH3:40])[CH3:39]. (6) Given the product [C:9]([O:8][C:6](=[O:7])[CH2:5][CH:4]([N:13]1[C:19](=[O:20])[CH2:18][CH2:17][N:16]([C:21](=[O:31])/[CH:22]=[CH:23]/[C:24]2[CH:29]=[CH:28][CH:27]=[C:26]([Cl:30])[CH:25]=2)[CH2:15][CH2:14]1)[CH2:3][OH:2])([CH3:12])([CH3:10])[CH3:11], predict the reactants needed to synthesize it. The reactants are: C[O:2][C:3](=O)[CH:4]([N:13]1[C:19](=[O:20])[CH2:18][CH2:17][N:16]([C:21](=[O:31])/[CH:22]=[CH:23]/[C:24]2[CH:29]=[CH:28][CH:27]=[C:26]([Cl:30])[CH:25]=2)[CH2:15][CH2:14]1)[CH2:5][C:6]([O:8][C:9]([CH3:12])([CH3:11])[CH3:10])=[O:7].[Li+].[BH4-]. (7) The reactants are: C(N(CC)CC)C.[Br:8][C:9]1[C:14]([CH3:15])=[CH:13][C:12]([N:16]=[C:17]=[O:18])=[CH:11][C:10]=1[CH3:19].[CH3:20][OH:21]. Given the product [CH3:20][O:21][C:17](=[O:18])[NH:16][C:12]1[CH:13]=[C:14]([CH3:15])[C:9]([Br:8])=[C:10]([CH3:19])[CH:11]=1, predict the reactants needed to synthesize it. (8) The reactants are: [NH:1]([C:13]([O:15][CH2:16][C:17]1[CH:22]=[CH:21][CH:20]=[CH:19][CH:18]=1)=[O:14])[C@@H:2]([C:10]([OH:12])=O)[CH2:3][CH2:4][CH2:5][NH:6][C:7](=[NH:9])[NH2:8].[NH2:23][CH2:24][C:25]([NH:27][C@H:28]([C:36]([NH:38][C:39]1[CH:47]=[CH:46][C:42]([N+:43]([O-:45])=[O:44])=[CH:41][CH:40]=1)=[O:37])[CH2:29][CH2:30][CH2:31][NH:32][C:33](=[NH:35])[NH2:34])=[O:26].[ClH:48].C1C=CC2N(O)N=NC=2C=1.C1CCC(N=C=NC2CCCCC2)CC1. Given the product [NH:1]([C:13]([O:15][CH2:16][C:17]1[CH:22]=[CH:21][CH:20]=[CH:19][CH:18]=1)=[O:14])[C@@H:2]([C:10]([NH:23][CH2:24][C:25]([NH:27][C@H:28]([C:36]([NH:38][C:39]1[CH:40]=[CH:41][C:42]([N+:43]([O-:45])=[O:44])=[CH:46][CH:47]=1)=[O:37])[CH2:29][CH2:30][CH2:31][NH:32][C:33](=[NH:34])[NH2:35])=[O:26])=[O:12])[CH2:3][CH2:4][CH2:5][NH:6][C:7](=[NH:9])[NH2:8].[ClH:48].[ClH:48], predict the reactants needed to synthesize it. (9) Given the product [C:24]([O:23][C:21]([N:8]1[CH2:9][C@@H:10]([NH:11][C:12]([O:14][CH2:15][CH2:16][Si:17]([CH3:18])([CH3:20])[CH3:19])=[O:13])[C@H:6]([CH2:4][OH:3])[CH2:7]1)=[O:22])([CH3:27])([CH3:26])[CH3:25], predict the reactants needed to synthesize it. The reactants are: C([O:3][C:4]([C@H:6]1[C@H:10]([NH:11][C:12]([O:14][CH2:15][CH2:16][Si:17]([CH3:20])([CH3:19])[CH3:18])=[O:13])[CH2:9][N:8]([C:21]([O:23][C:24]([CH3:27])([CH3:26])[CH3:25])=[O:22])[CH2:7]1)=O)C.[Li+].[BH4-]. (10) Given the product [CH3:9][C@@H:10]([C@@H:13]([O:15][CH:16]1[CH2:21][CH2:20][CH2:19][CH2:18][O:17]1)[CH3:14])[CH:11]=[O:12], predict the reactants needed to synthesize it. The reactants are: [O-]Cl.[Na+].C([O-])(O)=O.[Na+].[CH3:9][C@@H:10]([C@@H:13]([O:15][CH:16]1[CH2:21][CH2:20][CH2:19][CH2:18][O:17]1)[CH3:14])[CH2:11][OH:12].CC1(C)N([O])C(C)(C)CCC1.[Br-].[Na+].